From a dataset of Peptide-MHC class I binding affinity with 185,985 pairs from IEDB/IMGT. Regression. Given a peptide amino acid sequence and an MHC pseudo amino acid sequence, predict their binding affinity value. This is MHC class I binding data. The MHC is HLA-A23:01 with pseudo-sequence HLA-A23:01. The peptide sequence is VTDSQYALGI. The binding affinity (normalized) is 0.